This data is from NCI-60 drug combinations with 297,098 pairs across 59 cell lines. The task is: Regression. Given two drug SMILES strings and cell line genomic features, predict the synergy score measuring deviation from expected non-interaction effect. (1) Drug 1: CC1=C2C(C(=O)C3(C(CC4C(C3C(C(C2(C)C)(CC1OC(=O)C(C(C5=CC=CC=C5)NC(=O)OC(C)(C)C)O)O)OC(=O)C6=CC=CC=C6)(CO4)OC(=O)C)OC)C)OC. Drug 2: CCC1=C2CN3C(=CC4=C(C3=O)COC(=O)C4(CC)O)C2=NC5=C1C=C(C=C5)O. Cell line: SF-268. Synergy scores: CSS=63.5, Synergy_ZIP=0.831, Synergy_Bliss=1.08, Synergy_Loewe=3.06, Synergy_HSA=6.91. (2) Drug 1: CC12CCC(CC1=CCC3C2CCC4(C3CC=C4C5=CN=CC=C5)C)O. Drug 2: CCC1(C2=C(COC1=O)C(=O)N3CC4=CC5=C(C=CC(=C5CN(C)C)O)N=C4C3=C2)O.Cl. Cell line: SN12C. Synergy scores: CSS=37.7, Synergy_ZIP=-2.21, Synergy_Bliss=0.955, Synergy_Loewe=-41.6, Synergy_HSA=1.68. (3) Drug 1: COC1=NC(=NC2=C1N=CN2C3C(C(C(O3)CO)O)O)N. Drug 2: CN(CCCl)CCCl.Cl. Cell line: A549. Synergy scores: CSS=16.8, Synergy_ZIP=0.594, Synergy_Bliss=-0.807, Synergy_Loewe=-29.9, Synergy_HSA=-3.10. (4) Drug 1: CC1OCC2C(O1)C(C(C(O2)OC3C4COC(=O)C4C(C5=CC6=C(C=C35)OCO6)C7=CC(=C(C(=C7)OC)O)OC)O)O. Drug 2: CC(C1=C(C=CC(=C1Cl)F)Cl)OC2=C(N=CC(=C2)C3=CN(N=C3)C4CCNCC4)N. Cell line: A549. Synergy scores: CSS=47.7, Synergy_ZIP=-3.83, Synergy_Bliss=-4.16, Synergy_Loewe=-2.84, Synergy_HSA=-1.37. (5) Drug 1: C1CCN(CC1)CCOC2=CC=C(C=C2)C(=O)C3=C(SC4=C3C=CC(=C4)O)C5=CC=C(C=C5)O. Drug 2: CCN(CC)CCCC(C)NC1=C2C=C(C=CC2=NC3=C1C=CC(=C3)Cl)OC. Cell line: U251. Synergy scores: CSS=9.89, Synergy_ZIP=-3.91, Synergy_Bliss=-2.84, Synergy_Loewe=-2.22, Synergy_HSA=-2.45. (6) Drug 1: C1CN1P(=S)(N2CC2)N3CC3. Drug 2: CC1=C(N=C(N=C1N)C(CC(=O)N)NCC(C(=O)N)N)C(=O)NC(C(C2=CN=CN2)OC3C(C(C(C(O3)CO)O)O)OC4C(C(C(C(O4)CO)O)OC(=O)N)O)C(=O)NC(C)C(C(C)C(=O)NC(C(C)O)C(=O)NCCC5=NC(=CS5)C6=NC(=CS6)C(=O)NCCC[S+](C)C)O. Cell line: SNB-19. Synergy scores: CSS=21.8, Synergy_ZIP=-7.49, Synergy_Bliss=-2.89, Synergy_Loewe=-2.66, Synergy_HSA=-0.557. (7) Drug 1: COC1=C(C=C2C(=C1)N=CN=C2NC3=CC(=C(C=C3)F)Cl)OCCCN4CCOCC4. Drug 2: CC1=CC2C(CCC3(C2CCC3(C(=O)C)OC(=O)C)C)C4(C1=CC(=O)CC4)C. Cell line: NCIH23. Synergy scores: CSS=15.9, Synergy_ZIP=-0.909, Synergy_Bliss=-2.95, Synergy_Loewe=-17.7, Synergy_HSA=-5.31. (8) Drug 2: CC1C(C(CC(O1)OC2CC(CC3=C2C(=C4C(=C3O)C(=O)C5=CC=CC=C5C4=O)O)(C(=O)C)O)N)O. Synergy scores: CSS=61.6, Synergy_ZIP=6.90, Synergy_Bliss=4.86, Synergy_Loewe=6.10, Synergy_HSA=7.38. Cell line: 786-0. Drug 1: CC1=C(C=C(C=C1)NC2=NC=CC(=N2)N(C)C3=CC4=NN(C(=C4C=C3)C)C)S(=O)(=O)N.Cl.